Dataset: Forward reaction prediction with 1.9M reactions from USPTO patents (1976-2016). Task: Predict the product of the given reaction. (1) Given the reactants C(O[C:6]([N:8]1[CH2:12][C:11](=[N:13][O:14][CH3:15])[CH2:10][C@H:9]1[C:16]([OH:18])=O)=[O:7])(C)(C)C.[N:19]1[CH:24]=[CH:23][C:22]([C:25]2[CH:33]=[CH:32][C:28](C(O)=O)=[CH:27][CH:26]=2)=[CH:21][CH:20]=1.[NH2:34][CH2:35][C@H:36]([C:38]1[CH:43]=[CH:42][CH:41]=[CH:40][CH:39]=1)[OH:37], predict the reaction product. The product is: [OH:37][C@@H:36]([C:38]1[CH:43]=[CH:42][CH:41]=[CH:40][CH:39]=1)[CH2:35][NH:34][C:16]([C@@H:9]1[CH2:10][C:11](=[N:13][O:14][CH3:15])[CH2:12][N:8]1[C:6](=[O:7])[C:28]1[CH:27]=[CH:26][C:25]([C:22]2[CH:21]=[CH:20][N:19]=[CH:24][CH:23]=2)=[CH:33][CH:32]=1)=[O:18]. (2) Given the reactants [CH2:1]([O:4][N:5]([C@@H:18]1[C:23]([C:24]([CH3:26])=[CH2:25])=[CH:22][C@@H:21]([CH2:27][O:28][Si:29]([C:32]([CH3:35])([CH3:34])[CH3:33])([CH3:31])[CH3:30])[NH:20][CH2:19]1)S(C1C=CC=CC=1[N+]([O-])=O)(=O)=O)[CH:2]=[CH2:3].C(ON[C@H]1CN[C@@H](C(N)=O)C=C1C)C=C, predict the reaction product. The product is: [CH2:1]([O:4][NH:5][C@@H:18]1[C:23]([C:24]([CH3:26])=[CH2:25])=[CH:22][C@@H:21]([CH2:27][O:28][Si:29]([C:32]([CH3:35])([CH3:34])[CH3:33])([CH3:31])[CH3:30])[NH:20][CH2:19]1)[CH:2]=[CH2:3]. (3) The product is: [C:1]([N:5]1[C:9]2[NH:10][C:18](=[O:17])[CH:19]=[C:20]([C:21]3[CH:26]=[CH:25][CH:24]=[CH:23][CH:22]=3)[C:8]=2[C:7]([CH:11]2[CH2:14][CH2:13][CH2:12]2)=[N:6]1)([CH3:4])([CH3:2])[CH3:3]. Given the reactants [C:1]([N:5]1[C:9]([NH2:10])=[CH:8][C:7]([CH:11]2[CH2:14][CH2:13][CH2:12]2)=[N:6]1)([CH3:4])([CH3:3])[CH3:2].C([O:17][C:18](=O)[CH2:19][C:20](=O)[C:21]1[CH:26]=[CH:25][CH:24]=[CH:23][CH:22]=1)C, predict the reaction product. (4) Given the reactants [CH3:1][O:2][C:3]1[CH:20]=[CH:19][C:18]2[C@@H:17]3[C@H:8]([C@H:9]4[C@@:13]([CH2:15][CH2:16]3)([CH3:14])[C@@H:12]([OH:21])[CH2:11][CH2:10]4)[C@H:7]([CH2:22][CH:23]=[CH2:24])[CH2:6][C:5]=2[CH:4]=1.[F:25][C:26]([F:48])([C:44]([F:47])([F:46])[F:45])[CH2:27][CH2:28][CH2:29][CH:30]([CH2:36][CH2:37][CH2:38][CH2:39][CH2:40][CH2:41]C=C)[C:31]([O:33][CH2:34][CH3:35])=[O:32], predict the reaction product. The product is: [OH:21][C@H:12]1[CH2:11][CH2:10][C@H:9]2[C@H:8]3[C@H:17]([CH2:16][CH2:15][C@:13]12[CH3:14])[C:18]1[CH:19]=[CH:20][C:3]([O:2][CH3:1])=[CH:4][C:5]=1[CH2:6][C@H:7]3[CH2:22][CH:23]=[CH:24][CH2:41][CH2:40][CH2:39][CH2:38][CH2:37][CH2:36][CH:30]([CH2:29][CH2:28][CH2:27][C:26]([F:25])([F:48])[C:44]([F:45])([F:46])[F:47])[C:31]([O:33][CH2:34][CH3:35])=[O:32]. (5) Given the reactants [Cl:1][C:2]1[CH:3]=[CH:4][C:5]([O:35][CH3:36])=[C:6]([S:8]([N:11]2[C:19]3[C:14](=[C:15]([O:33][CH3:34])[CH:16]=[C:17]([C:20]([NH:22][C:23]4[CH:31]=[CH:30][C:26]([C:27]([OH:29])=[O:28])=[C:25]([F:32])[CH:24]=4)=[O:21])[CH:18]=3)[CH2:13][CH2:12]2)(=[O:10])=[O:9])[CH:7]=1.Cl[C:38]1C=CC(OC)=C(S(Cl)(=O)=O)[CH:43]=1, predict the reaction product. The product is: [CH2:38]([O:28][C:27](=[O:29])[C:26]1[CH:30]=[CH:31][C:23]([NH:22][C:20]([C:17]2[CH:18]=[C:19]3[C:14]([CH2:13][CH2:12][N:11]3[S:8]([C:6]3[CH:7]=[C:2]([Cl:1])[CH:3]=[CH:4][C:5]=3[O:35][CH3:36])(=[O:10])=[O:9])=[C:15]([O:33][CH3:34])[CH:16]=2)=[O:21])=[CH:24][C:25]=1[F:32])[CH3:43].